This data is from Forward reaction prediction with 1.9M reactions from USPTO patents (1976-2016). The task is: Predict the product of the given reaction. (1) Given the reactants C[O:2][C:3]([CH:5]1[CH2:9][N:8]([S:10]([CH3:13])(=[O:12])=[O:11])[CH:7]2[CH2:14][CH2:15][N:16]([C:17](=[O:33])[CH:18]([NH:25][C:26]([O:28][C:29]([CH3:32])([CH3:31])[CH3:30])=[O:27])[CH:19]3[CH2:24][CH2:23][CH2:22][CH2:21][CH2:20]3)[CH:6]12)=[O:4].[OH-].[Na+], predict the reaction product. The product is: [C:29]([O:28][C:26]([NH:25][CH:18]([CH:19]1[CH2:20][CH2:21][CH2:22][CH2:23][CH2:24]1)[C:17]([N:16]1[CH:6]2[CH:7]([N:8]([S:10]([CH3:13])(=[O:12])=[O:11])[CH2:9][CH:5]2[C:3]([OH:4])=[O:2])[CH2:14][CH2:15]1)=[O:33])=[O:27])([CH3:32])([CH3:30])[CH3:31]. (2) Given the reactants [C:1]([N:4]1[C:13]2[C:8](=[CH:9][C:10](Br)=[CH:11][CH:12]=2)[C@H:7]([NH:15][C:16](=[O:21])[O:17][CH:18]([CH3:20])[CH3:19])[CH2:6][C@@H:5]1[CH3:22])(=[O:3])[CH3:2].[CH:23]([C:25]1[CH:30]=[CH:29][C:28](B(O)O)=[CH:27][CH:26]=1)=[O:24].C(=O)([O-])[O-].[K+].[K+], predict the reaction product. The product is: [C:1]([N:4]1[C:13]2[C:8](=[CH:9][C:10]([C:28]3[CH:29]=[CH:30][C:25]([CH:23]=[O:24])=[CH:26][CH:27]=3)=[CH:11][CH:12]=2)[C@H:7]([NH:15][C:16](=[O:21])[O:17][CH:18]([CH3:20])[CH3:19])[CH2:6][C@@H:5]1[CH3:22])(=[O:3])[CH3:2]. (3) Given the reactants [N+:1]([C:4]1[CH:9]=[CH:8][C:7]([C:10]2[CH2:11][CH2:12][N:13]([C:15]([O:17][C:18]([CH3:21])([CH3:20])[CH3:19])=[O:16])[CH:14]=2)=[CH:6][CH:5]=1)([O-])=O, predict the reaction product. The product is: [NH2:1][C:4]1[CH:5]=[CH:6][C:7]([CH:10]2[CH2:11][CH2:12][N:13]([C:15]([O:17][C:18]([CH3:21])([CH3:20])[CH3:19])=[O:16])[CH2:14]2)=[CH:8][CH:9]=1. (4) Given the reactants [S:1]1[C:5]2[CH:6]=[CH:7][CH:8]=[CH:9][C:4]=2[N:3]=[C:2]1[O:10][C:11]1[CH:19]=[CH:18][C:14]([C:15](O)=[O:16])=[C:13]([F:20])[CH:12]=1.CCN(CC)CC.C(OC(Cl)=O)C(C)C.[BH4-].[Na+], predict the reaction product. The product is: [S:1]1[C:5]2[CH:6]=[CH:7][CH:8]=[CH:9][C:4]=2[N:3]=[C:2]1[O:10][C:11]1[CH:19]=[CH:18][C:14]([CH2:15][OH:16])=[C:13]([F:20])[CH:12]=1. (5) Given the reactants O[CH2:2][C@H:3]1[O:8][CH2:7][CH2:6][N:5]([C:9]([O:11][C:12]([CH3:15])([CH3:14])[CH3:13])=[O:10])[CH2:4]1.C(Br)(Br)(Br)[Br:17].C1(P(C2C=CC=CC=2)C2C=CC=CC=2)C=CC=CC=1, predict the reaction product. The product is: [Br:17][CH2:2][C@H:3]1[O:8][CH2:7][CH2:6][N:5]([C:9]([O:11][C:12]([CH3:15])([CH3:14])[CH3:13])=[O:10])[CH2:4]1. (6) Given the reactants [C:1]([Si:5]([CH3:30])([CH3:29])[O:6][C@@H:7]1[CH2:12][CH2:11][C@H:10]([N:13]2[CH2:17][CH2:16][CH:15]([CH2:18][C:19]3[C:24]([Cl:25])=[CH:23][C:22]([OH:26])=[CH:21][C:20]=3[Cl:27])[C:14]2=[O:28])[CH2:9][CH2:8]1)([CH3:4])([CH3:3])[CH3:2].Br[CH:32]([CH3:34])[CH3:33].C(=O)([O-])[O-].[K+].[K+], predict the reaction product. The product is: [C:1]([Si:5]([CH3:30])([CH3:29])[O:6][C@@H:7]1[CH2:12][CH2:11][C@H:10]([N:13]2[CH2:17][CH2:16][CH:15]([CH2:18][C:19]3[C:20]([Cl:27])=[CH:21][C:22]([O:26][CH:32]([CH3:34])[CH3:33])=[CH:23][C:24]=3[Cl:25])[C:14]2=[O:28])[CH2:9][CH2:8]1)([CH3:2])([CH3:4])[CH3:3]. (7) Given the reactants [CH3:1][N:2]([CH3:9])[CH2:3][CH:4]=[CH:5][C:6](O)=[O:7].CN(C(ON1N=NC2C=CC=NC1=2)=[N+](C)C)C.F[P-](F)(F)(F)(F)F.[NH:34]1[CH2:39][CH2:38][CH2:37][CH:36]([N:40]2[C:44]3[CH:45]=[CH:46][CH:47]=[CH:48][C:43]=3[N:42]=[C:41]2[NH:49][C:50]([C:52]2[S:53][C:54]([C:57]3[CH:58]=[N:59][NH:60][CH:61]=3)=[CH:55][CH:56]=2)=[O:51])[CH2:35]1.CCN(C(C)C)C(C)C, predict the reaction product. The product is: [CH3:1][N:2]([CH3:9])[CH2:3][CH:4]=[CH:5][C:6]([N:34]1[CH2:39][CH2:38][CH2:37][CH:36]([N:40]2[C:44]3[CH:45]=[CH:46][CH:47]=[CH:48][C:43]=3[N:42]=[C:41]2[NH:49][C:50]([C:52]2[S:53][C:54]([C:57]3[CH:58]=[N:59][NH:60][CH:61]=3)=[CH:55][CH:56]=2)=[O:51])[CH2:35]1)=[O:7]. (8) The product is: [CH3:15][CH:9]1[C:8]([C:5]2[CH:6]=[CH:7][C:2]3[N:1]=[C:17]([C:18]4[CH:23]=[CH:22][CH:21]=[CH:20][CH:19]=4)[O:16][C:3]=3[CH:4]=2)=[N:13][NH:12][C:11](=[O:14])[CH2:10]1. Given the reactants [NH2:1][C:2]1[CH:7]=[CH:6][C:5]([C:8]2[CH:9]([CH3:15])[CH2:10][C:11](=[O:14])[NH:12][N:13]=2)=[CH:4][C:3]=1[OH:16].[C:17](O)(=O)[C:18]1[CH:23]=[CH:22][CH:21]=[CH:20][CH:19]=1.C1(P(C2C=CC=CC=2)C2C=CC=CC=2)C=CC=CC=1.ClC(Cl)(Cl)C#N, predict the reaction product. (9) Given the reactants Br[C:2]1[C:3]([F:28])=[C:4]([C:24]([F:27])=[CH:25][CH:26]=1)[CH2:5][O:6][C:7]([N:9]1[CH2:14][CH2:13][N:12]([C:15]([O:17][C:18]([CH3:21])([CH3:20])[CH3:19])=[O:16])[CH2:11][C@H:10]1[CH2:22][CH3:23])=[O:8].C([Li])CCC.C(O)(=[O:36])C.OO, predict the reaction product. The product is: [F:28][C:3]1[C:2]([OH:36])=[CH:26][CH:25]=[C:24]([F:27])[C:4]=1[CH2:5][O:6][C:7]([N:9]1[CH2:14][CH2:13][N:12]([C:15]([O:17][C:18]([CH3:21])([CH3:20])[CH3:19])=[O:16])[CH2:11][C@H:10]1[CH2:22][CH3:23])=[O:8]. (10) The product is: [O:18]1[C:17]2[CH:22]=[CH:23][C:14]([C:12]3[N:9]=[C:5]4[CH:4]=[C:3]([NH:2][CH3:1])[CH:8]=[CH:7][N:6]4[CH:11]=3)=[CH:15][C:16]=2[O:21][CH2:20][CH2:19]1. Given the reactants [CH3:1][NH:2][C:3]1[CH:8]=[CH:7][N:6]=[C:5]([NH2:9])[CH:4]=1.Br[CH2:11][C:12]([C:14]1[CH:23]=[CH:22][C:17]2[O:18][CH2:19][CH2:20][O:21][C:16]=2[CH:15]=1)=O, predict the reaction product.